This data is from Catalyst prediction with 721,799 reactions and 888 catalyst types from USPTO. The task is: Predict which catalyst facilitates the given reaction. (1) Reactant: [F:1][C:2]1[C:3]([NH:23][C:24]2[CH:29]=[CH:28][C:27]([CH:30]=[CH2:31])=[CH:26][C:25]=2[F:32])=[C:4]([CH:9]([OH:22])[CH2:10][O:11][Si:12]([CH:19]([CH3:21])[CH3:20])([CH:16]([CH3:18])[CH3:17])[CH:13]([CH3:15])[CH3:14])[CH:5]=[CH:6][C:7]=1[F:8].B.[O:34]1CCCC1. Product: [F:1][C:2]1[C:3]([NH:23][C:24]2[CH:29]=[CH:28][C:27]([CH2:30][CH2:31][OH:34])=[CH:26][C:25]=2[F:32])=[C:4]([CH:9]([OH:22])[CH2:10][O:11][Si:12]([CH:16]([CH3:18])[CH3:17])([CH:19]([CH3:20])[CH3:21])[CH:13]([CH3:15])[CH3:14])[CH:5]=[CH:6][C:7]=1[F:8]. The catalyst class is: 6. (2) Reactant: [Br:1][C:2]1[S:3][C:4](Br)=[CH:5][CH:6]=1.[Mg].[CH3:9][C:10]([O:14][Si](C)(C)C)([CH3:13])[C:11]#N.Cl.C(=O)(O)[O-:21].[Na+]. Product: [Br:1][C:2]1[S:3][C:4]([C:11](=[O:21])[C:10]([OH:14])([CH3:9])[CH3:13])=[CH:5][CH:6]=1. The catalyst class is: 1.